From a dataset of NCI-60 drug combinations with 297,098 pairs across 59 cell lines. Regression. Given two drug SMILES strings and cell line genomic features, predict the synergy score measuring deviation from expected non-interaction effect. (1) Drug 1: C1=NC(=NC(=O)N1C2C(C(C(O2)CO)O)O)N. Drug 2: CC1=C(C(=O)C2=C(C1=O)N3CC4C(C3(C2COC(=O)N)OC)N4)N. Cell line: SN12C. Synergy scores: CSS=41.7, Synergy_ZIP=0.474, Synergy_Bliss=0.0576, Synergy_Loewe=-21.3, Synergy_HSA=-0.533. (2) Drug 1: C1=C(C(=O)NC(=O)N1)N(CCCl)CCCl. Drug 2: CN1C2=C(C=C(C=C2)N(CCCl)CCCl)N=C1CCCC(=O)O.Cl. Cell line: EKVX. Synergy scores: CSS=9.33, Synergy_ZIP=-3.51, Synergy_Bliss=-0.390, Synergy_Loewe=-7.15, Synergy_HSA=-0.756. (3) Drug 1: C1=CC(=CC=C1CCCC(=O)O)N(CCCl)CCCl. Drug 2: CCC1(CC2CC(C3=C(CCN(C2)C1)C4=CC=CC=C4N3)(C5=C(C=C6C(=C5)C78CCN9C7C(C=CC9)(C(C(C8N6C=O)(C(=O)OC)O)OC(=O)C)CC)OC)C(=O)OC)O.OS(=O)(=O)O. Cell line: UACC-257. Synergy scores: CSS=10.6, Synergy_ZIP=-4.31, Synergy_Bliss=-0.275, Synergy_Loewe=-22.2, Synergy_HSA=-3.29. (4) Drug 1: CC1C(C(CC(O1)OC2CC(OC(C2O)C)OC3=CC4=CC5=C(C(=O)C(C(C5)C(C(=O)C(C(C)O)O)OC)OC6CC(C(C(O6)C)O)OC7CC(C(C(O7)C)O)OC8CC(C(C(O8)C)O)(C)O)C(=C4C(=C3C)O)O)O)O. Drug 2: C1CNP(=O)(OC1)N(CCCl)CCCl. Cell line: K-562. Synergy scores: CSS=13.4, Synergy_ZIP=0.288, Synergy_Bliss=1.11, Synergy_Loewe=0.921, Synergy_HSA=1.16. (5) Drug 1: C1CCC(C(C1)N)N.C(=O)(C(=O)[O-])[O-].[Pt+4]. Drug 2: CC12CCC3C(C1CCC2OP(=O)(O)O)CCC4=C3C=CC(=C4)OC(=O)N(CCCl)CCCl.[Na+]. Cell line: UACC62. Synergy scores: CSS=19.9, Synergy_ZIP=-2.26, Synergy_Bliss=3.86, Synergy_Loewe=-0.371, Synergy_HSA=2.75.